This data is from Full USPTO retrosynthesis dataset with 1.9M reactions from patents (1976-2016). The task is: Predict the reactants needed to synthesize the given product. (1) Given the product [Cl:1][C:2]1[CH:3]=[CH:4][C:5]([CH2:6][N:7]2[C:12](=[N:33][C:32]3[CH:34]=[CH:35][C:36]([O:37][CH:38]([CH3:39])[CH3:40])=[C:30]([F:29])[CH:31]=3)[NH:11][C:10](=[O:16])[N:9]([CH2:17][C:18]3[CH:19]=[N:20][C:21]([O:24][CH3:25])=[CH:22][CH:23]=3)[C:8]2=[O:26])=[CH:27][CH:28]=1, predict the reactants needed to synthesize it. The reactants are: [Cl:1][C:2]1[CH:28]=[CH:27][C:5]([CH2:6][N:7]2[C:12](SCC)=[N:11][C:10](=[O:16])[N:9]([CH2:17][C:18]3[CH:19]=[N:20][C:21]([O:24][CH3:25])=[CH:22][CH:23]=3)[C:8]2=[O:26])=[CH:4][CH:3]=1.[F:29][C:30]1[CH:31]=[C:32]([CH:34]=[CH:35][C:36]=1[O:37][CH:38]([CH3:40])[CH3:39])[NH2:33].C(O)(C)(C)C.C(=O)(O)[O-].[Na+]. (2) Given the product [Cl:1][C:2]1[N:7]=[CH:6][N:5]=[C:4]2[N:8]([CH:15]3[CH2:14][CH2:13][CH2:12][CH2:11][O:25]3)[N:9]=[CH:10][C:3]=12, predict the reactants needed to synthesize it. The reactants are: [Cl:1][C:2]1[N:7]=[CH:6][N:5]=[C:4]2[NH:8][N:9]=[CH:10][C:3]=12.[C:11]1(C)C=[CH:15][C:14](S(O)(=O)=O)=[CH:13][CH:12]=1.N.C(OCC)(=[O:25])C. (3) Given the product [CH2:25]([C:2]1[C:11]([N:12]([CH:15]2[CH2:20][CH2:19][C:18]([F:22])([F:21])[CH2:17][CH2:16]2)[CH2:13][CH3:14])=[CH:10][CH:9]=[CH:8][C:3]=1[C:4]([O:6][CH3:7])=[O:5])[CH:24]=[CH2:23], predict the reactants needed to synthesize it. The reactants are: Br[C:2]1[C:11]([N:12]([CH:15]2[CH2:20][CH2:19][C:18]([F:22])([F:21])[CH2:17][CH2:16]2)[CH2:13][CH3:14])=[CH:10][CH:9]=[CH:8][C:3]=1[C:4]([O:6][CH3:7])=[O:5].[CH2:23]([Sn](CCCC)(CCCC)CCCC)[CH:24]=[CH2:25].[Cl-].[Li+].C(Cl)Cl.[F-].[Cs+]. (4) Given the product [C:21]([O:20][C:18]([N:25]1[CH2:30][C@@H:29]2[CH2:31][C@H:26]1[CH2:27][N:28]2[C:2]1[N:7]2[CH:8]=[CH:9][N:10]=[C:6]2[CH:5]=[C:4]([C:11]2[CH:16]=[CH:15][N:14]=[C:13]([Cl:17])[CH:12]=2)[N:3]=1)=[O:19])([CH3:24])([CH3:22])[CH3:23], predict the reactants needed to synthesize it. The reactants are: Cl[C:2]1[N:7]2[CH:8]=[CH:9][N:10]=[C:6]2[CH:5]=[C:4]([C:11]2[CH:16]=[CH:15][N:14]=[C:13]([Cl:17])[CH:12]=2)[N:3]=1.[C:18]([N:25]1[CH2:30][C@@H:29]2[CH2:31][CH:26]1[CH2:27][NH:28]2)([O:20][C:21]([CH3:24])([CH3:23])[CH3:22])=[O:19].C([O-])([O-])=O.[K+].[K+].CCN(C(C)C)C(C)C. (5) Given the product [CH3:28][N:29]([CH3:31])/[CH:30]=[CH:1]/[C:2]1[C:7]([C:8]([O:10][CH2:11][CH3:12])=[O:9])=[C:6]([NH:13][C:14]2[CH:19]=[CH:18][CH:17]=[C:16]([C:20]([F:23])([F:21])[F:22])[CH:15]=2)[N:5]=[C:4]([S:24][CH3:25])[N:3]=1, predict the reactants needed to synthesize it. The reactants are: [CH3:1][C:2]1[C:7]([C:8]([O:10][CH2:11][CH3:12])=[O:9])=[C:6]([NH:13][C:14]2[CH:19]=[CH:18][CH:17]=[C:16]([C:20]([F:23])([F:22])[F:21])[CH:15]=2)[N:5]=[C:4]([S:24][CH3:25])[N:3]=1.CO[CH:28](OC)[N:29]([CH3:31])[CH3:30].